This data is from Catalyst prediction with 721,799 reactions and 888 catalyst types from USPTO. The task is: Predict which catalyst facilitates the given reaction. Reactant: [CH3:1][O:2][C:3]1[N:8]=[C:7]2[C:9]([C:13]3[NH:34][C:16]4=[N:17][CH:18]=[CH:19][C:20]([CH2:21][NH:22][CH:23]5[CH2:26][N:25](C(OC(C)(C)C)=O)[CH2:24]5)=[C:15]4[CH:14]=3)=[CH:10][N:11]([CH3:12])[C:6]2=[CH:5][C:4]=1[O:35][CH3:36].[ClH:37]. Product: [ClH:37].[NH:25]1[CH2:26][CH:23]([NH:22][CH2:21][C:20]2[CH:19]=[CH:18][N:17]=[C:16]3[NH:34][C:13]([C:9]4[C:7]5=[N:8][C:3]([O:2][CH3:1])=[C:4]([O:35][CH3:36])[CH:5]=[C:6]5[N:11]([CH3:12])[CH:10]=4)=[CH:14][C:15]=23)[CH2:24]1. The catalyst class is: 12.